The task is: Predict the reaction yield, written as a fraction of the theoretical maximum amount of product (1.0 means a 100% yield; for example, 0.34 means a 34% yield).. This data is from Reaction yield outcomes from USPTO patents with 853,638 reactions. (1) The reactants are [CH:1]([C:4]1[CH:9]=[C:8]([CH:10]([CH3:12])[CH3:11])[CH:7]=[C:6]([CH:13]([CH3:15])[CH3:14])[C:5]=1[C:16]1[CH:21]=[CH:20][CH:19]=[CH:18][C:17]=1[PH:22](=O)OCC)([CH3:3])[CH3:2].[H-].[Al+3].[Li+].[H-].[H-].[H-].Cl[Si](C)(C)C.[PH2](=O)[O-].Cl. The yield is 0.990. The catalyst is CCOC(C)=O. The product is [CH:1]([C:4]1[CH:9]=[C:8]([CH:10]([CH3:11])[CH3:12])[CH:7]=[C:6]([CH:13]([CH3:14])[CH3:15])[C:5]=1[C:16]1[CH:21]=[CH:20][CH:19]=[CH:18][C:17]=1[PH2:22])([CH3:2])[CH3:3]. (2) The reactants are [OH:1][CH2:2][C:3]1[CH:10]=[CH:9][C:6]([CH:7]=[O:8])=[CH:5][CH:4]=1.[Cl:11][C:12]1[CH:17]=[C:16]([O:18][CH2:19][CH:20]=[C:21]([Cl:23])[Cl:22])[CH:15]=[C:14]([Cl:24])[C:13]=1O.C1(P(C2C=CC=CC=2)C2C=CC=CC=2)C=CC=CC=1.N(C(OC(C)C)=O)=NC(OC(C)C)=O. The catalyst is O1CCCC1. The yield is 0.460. The product is [Cl:11][C:12]1[CH:17]=[C:16]([O:18][CH2:19][CH:20]=[C:21]([Cl:22])[Cl:23])[CH:15]=[C:14]([Cl:24])[C:13]=1[O:8][CH2:7][C:6]1[CH:9]=[CH:10][C:3]([CH:2]=[O:1])=[CH:4][CH:5]=1. (3) The reactants are [CH:1]([NH:4][C:5]1[C:10]2[C:11]([C:23]3[N:28]=[CH:27][N:26]=[C:25]([C:29]([OH:31])=O)[CH:24]=3)=[N:12][N:13](CC3C=CC(OC)=CC=3)[C:9]=2[CH:8]=[CH:7][N:6]=1)([CH3:3])[CH3:2].[CH:32]([NH:35][C:36]1C2C(C3N=CN=C(C(OCC)=O)C=3)=NN(CC3C=CC(OC)=CC=3)C=2C=CN=1)(C)C.[OH-].[Li+]. The catalyst is CO. The product is [CH:1]([NH:4][C:5]1[C:10]2[C:11]([C:23]3[N:28]=[CH:27][N:26]=[C:25]([C:29]([N:35]([CH3:36])[CH3:32])=[O:31])[CH:24]=3)=[N:12][NH:13][C:9]=2[CH:8]=[CH:7][N:6]=1)([CH3:3])[CH3:2]. The yield is 0.760. (4) The reactants are [CH3:1][O:2][C:3]1[CH:12]=[C:11]2[C:6]([C:7]([O:13][CH2:14][C:15]3[N:19]4[CH:20]=[C:21]([C:24]#[N:25])[CH:22]=[CH:23][C:18]4=[N:17][N:16]=3)=[CH:8][CH:9]=[N:10]2)=[CH:5][CH:4]=1.C(=O)(O)[O-:27].[Na+]. The catalyst is S(=O)(=O)(O)O. The product is [CH3:1][O:2][C:3]1[CH:12]=[C:11]2[C:6]([C:7]([O:13][CH2:14][C:15]3[N:19]4[CH:20]=[C:21]([C:24]([NH2:25])=[O:27])[CH:22]=[CH:23][C:18]4=[N:17][N:16]=3)=[CH:8][CH:9]=[N:10]2)=[CH:5][CH:4]=1. The yield is 0.950. (5) The reactants are [NH2:1][C:2]1[C:3]([NH:10][C:11]2[CH:16]=[CH:15][CH:14]=[CH:13][CH:12]=2)=[C:4]([CH:7]=[CH:8][CH:9]=1)[C:5]#[N:6].Cl.[CH:18](OCC)(OCC)OCC. No catalyst specified. The product is [C:11]1([N:10]2[C:3]3[C:4]([C:5]#[N:6])=[CH:7][CH:8]=[CH:9][C:2]=3[N:1]=[CH:18]2)[CH:16]=[CH:15][CH:14]=[CH:13][CH:12]=1. The yield is 0.890. (6) The reactants are [Si]([O:8][C@H:9]([CH:33]1[CH2:37][CH:36]([O:38]CCC)[CH2:35][N:34]1C(OC(C)(C)C)=O)[C@@H:10]([NH:20][C:21](=[O:32])[C:22]1[CH:27]=[CH:26][CH:25]=[C:24](C(OC)=O)[CH:23]=1)[CH2:11][C:12]1[CH:17]=[C:16]([F:18])[CH:15]=[C:14]([F:19])[CH:13]=1)(C(C)(C)C)(C)C.[CH3:49][O:50][C:51]([C:53]1[CH:54]=[C:55]([CH:59]=CC=1)C(O)=O)=O.CCN([CH:68]([CH3:70])[CH3:69])C(C)C.C[N:72]([C:74]([O:78]N1N=NC2C=CC=NC1=2)=[N+](C)C)C.F[P-](F)(F)(F)(F)F.N[C@@H](CC1C=C(F)C=C(F)C=1)[C@@H]([C@H]1C[C@@H](OCCC)CN1C(OC(C)(C)C)=O)O[Si](C(C)(C)C)(C)C. The catalyst is ClCCl.CN(C=O)C.C(OCC)(=O)C. The product is [F:18][C:16]1[CH:17]=[C:12]([CH2:11][C@H:10]([NH:20][C:21](=[O:32])[C:22]2[CH:27]=[CH:26][CH:25]=[C:24]([C:74]([N:72]3[CH2:59][CH2:55][CH2:54][C@@H:53]3[CH2:51][O:50][CH3:49])=[O:78])[CH:23]=2)[C@H:9]([OH:8])[C@H:33]2[CH2:37][C@@H:36]([O:38][CH2:70][CH2:68][CH3:69])[CH2:35][NH:34]2)[CH:13]=[C:14]([F:19])[CH:15]=1. The yield is 0.880.